Dataset: Catalyst prediction with 721,799 reactions and 888 catalyst types from USPTO. Task: Predict which catalyst facilitates the given reaction. (1) Reactant: [Br:1][C:2]1[CH:3]=[C:4]2[C:8](=[CH:9][CH:10]=1)[N:7]([C:11](=[O:13])[CH3:12])[CH2:6][CH2:5]2.[Cl:14][S:15](O)(=[O:17])=[O:16]. Product: [C:11]([N:7]1[C:8]2[C:4](=[CH:3][C:2]([Br:1])=[C:10]([S:15]([Cl:14])(=[O:17])=[O:16])[CH:9]=2)[CH2:5][CH2:6]1)(=[O:13])[CH3:12]. The catalyst class is: 13. (2) Reactant: [OH:1][N:2]1[C:6](=O)[CH2:5][CH2:4][C:3]1=O.C(N(CC)CC)C.[Br:16][C:17]([CH3:22])([CH3:21])[C:18](Br)=[O:19]. Product: [N:2]1([O:1][C:18](=[O:19])[C:17]([Br:16])([CH3:22])[CH3:21])[CH2:6][CH2:5][CH2:4][CH2:3]1. The catalyst class is: 2. (3) Reactant: [Cl:1][C:2]1[CH:7]=[CH:6][C:5]([S:8]([NH:11][C@H:12]([C:15]2[CH:20]=[CH:19][CH:18]=[CH:17][CH:16]=2)[CH2:13][CH3:14])(=[O:10])=[O:9])=[CH:4][CH:3]=1.Br[CH2:22][C:23]1[CH:32]=[CH:31][C:26]([C:27]([O:29][CH3:30])=[O:28])=[CH:25][C:24]=1[O:33][CH3:34].C([O-])([O-])=O.[Cs+].[Cs+].O. Product: [Cl:1][C:2]1[CH:7]=[CH:6][C:5]([S:8]([N:11]([CH2:22][C:23]2[CH:32]=[CH:31][C:26]([C:27]([O:29][CH3:30])=[O:28])=[CH:25][C:24]=2[O:33][CH3:34])[C@H:12]([C:15]2[CH:16]=[CH:17][CH:18]=[CH:19][CH:20]=2)[CH2:13][CH3:14])(=[O:10])=[O:9])=[CH:4][CH:3]=1. The catalyst class is: 3.